This data is from Forward reaction prediction with 1.9M reactions from USPTO patents (1976-2016). The task is: Predict the product of the given reaction. (1) Given the reactants C(OC(=O)[N:7]([C:30]1[CH:35]=[CH:34][C:33]([N:36]2[CH2:41][CH2:40][N:39]([CH3:42])[CH2:38][CH2:37]2)=[CH:32][CH:31]=1)[C:8]1[C:9]2[N:10]([CH:27]=[CH:28][N:29]=2)[C:11]([Sn](CCCC)(CCCC)CCCC)=[CH:12][N:13]=1)(C)(C)C.Br[C:45]1[S:49][CH:48]=[C:47]([C:50]([NH2:52])=[O:51])[CH:46]=1, predict the reaction product. The product is: [NH3:7].[CH3:42][N:39]1[CH2:40][CH2:41][N:36]([C:33]2[CH:34]=[CH:35][C:30]([NH:7][C:8]3[C:9]4[N:10]([CH:27]=[CH:28][N:29]=4)[C:11]([C:45]4[S:49][CH:48]=[C:47]([C:50]([NH2:52])=[O:51])[CH:46]=4)=[CH:12][N:13]=3)=[CH:31][CH:32]=2)[CH2:37][CH2:38]1. (2) The product is: [F:15][C:14]([F:16])([F:17])[C:8]1[CH:7]=[C:6]2[C:11]([CH:12]=[CH:13][C:4]([NH2:1])=[CH:5]2)=[CH:10][CH:9]=1. Given the reactants [N+:1]([C:4]1[CH:13]=[CH:12][C:11]2[C:6](=[CH:7][C:8]([C:14]([F:17])([F:16])[F:15])=[CH:9][CH:10]=2)[CH:5]=1)([O-])=O, predict the reaction product. (3) Given the reactants C([O:3][C:4](=[O:34])[CH2:5][S:6][C:7]1[S:11][C:10]([NH:12][C:13]([N:15]([CH2:28][CH:29]2[CH2:33][CH2:32][CH2:31][CH2:30]2)[C:16]2[CH:21]=[CH:20][CH:19]=[C:18]([C:22](=[O:27])[NH:23][CH:24]([CH3:26])[CH3:25])[CH:17]=2)=[O:14])=[N:9][CH:8]=1)C.C1(CN(C2C=CC(S(C)(=O)=O)=CC=2)C(=O)NC2SC=C(CC(O)=O)N=2)CCCC1.C1(CCNC2C=C(C=CC=2)C(NC(C)C)=O)CCCC1.C(OC(=O)CSC1SC(N)=NC=1)C, predict the reaction product. The product is: [CH:29]1([CH2:28][N:15]([C:16]2[CH:21]=[CH:20][CH:19]=[C:18]([C:22](=[O:27])[NH:23][CH:24]([CH3:25])[CH3:26])[CH:17]=2)[C:13](=[O:14])[NH:12][C:10]2[S:11][C:7]([S:6][CH2:5][C:4]([OH:34])=[O:3])=[CH:8][N:9]=2)[CH2:33][CH2:32][CH2:31][CH2:30]1. (4) Given the reactants [Cl:1][C:2]1[C:7]([N+:8]([O-])=O)=[CH:6][C:5]([NH:11][C:12](=[O:14])[CH3:13])=[C:4]([F:15])[CH:3]=1, predict the reaction product. The product is: [NH2:8][C:7]1[C:2]([Cl:1])=[CH:3][C:4]([F:15])=[C:5]([NH:11][C:12](=[O:14])[CH3:13])[CH:6]=1. (5) Given the reactants [N+:1]([C:4]1[CH:9]=[CH:8][C:7]([N:10]2[CH2:15][CH2:14][N:13]([C:16](=[O:18])[CH3:17])[CH2:12][CH2:11]2)=[CH:6][C:5]=1[NH:19][C:20]1[CH:25]=[CH:24][CH:23]=[CH:22][CH:21]=1)([O-])=O, predict the reaction product. The product is: [NH2:1][C:4]1[CH:9]=[CH:8][C:7]([N:10]2[CH2:15][CH2:14][N:13]([C:16](=[O:18])[CH3:17])[CH2:12][CH2:11]2)=[CH:6][C:5]=1[NH:19][C:20]1[CH:25]=[CH:24][CH:23]=[CH:22][CH:21]=1. (6) Given the reactants [Cl:1][C:2]1[CH:3]=[N:4][N:5]([CH2:7][C:8]([OH:10])=O)[CH:6]=1.C(Cl)(C(Cl)=O)=O.[F:17][C:18]1[CH:23]=[CH:22][C:21]([N:24]2[C:32]3[CH2:31][CH2:30][CH2:29][NH:28][C:27]=3[CH:26]=[N:25]2)=[CH:20][CH:19]=1.CCN(CC)CC, predict the reaction product. The product is: [Cl:1][C:2]1[CH:3]=[N:4][N:5]([CH2:7][C:8]([N:28]2[CH2:29][CH2:30][CH2:31][C:32]3[N:24]([C:21]4[CH:22]=[CH:23][C:18]([F:17])=[CH:19][CH:20]=4)[N:25]=[CH:26][C:27]2=3)=[O:10])[CH:6]=1. (7) Given the reactants Cl[CH2:2][CH2:3][O:4][C:5]1[CH:9]=[C:8]([CH3:10])[N:7]([C:11]2[CH:16]=[CH:15][C:14]([Cl:17])=[C:13]([Cl:18])[CH:12]=2)[N:6]=1.[NH:19]1[CH2:24][CH2:23][CH:22]([N:25]2[C:29]3=[N:30][CH:31]=[CH:32][CH:33]=[C:28]3[N:27]=[CH:26]2)[CH2:21][CH2:20]1.C([O-])([O-])=O.[K+].[K+].[Na+].[I-], predict the reaction product. The product is: [Cl:18][C:13]1[CH:12]=[C:11]([N:7]2[C:8]([CH3:10])=[CH:9][C:5]([O:4][CH2:3][CH2:2][N:19]3[CH2:20][CH2:21][CH:22]([N:25]4[C:29]5=[N:30][CH:31]=[CH:32][CH:33]=[C:28]5[N:27]=[CH:26]4)[CH2:23][CH2:24]3)=[N:6]2)[CH:16]=[CH:15][C:14]=1[Cl:17].